This data is from Full USPTO retrosynthesis dataset with 1.9M reactions from patents (1976-2016). The task is: Predict the reactants needed to synthesize the given product. (1) Given the product [Cl:1][C:2]1[C:3]2[C:10]3[CH2:11][CH2:12][CH:13]([C:15]([N:20]([CH2:18][CH3:19])[CH2:21][CH2:22][O:23][CH3:24])=[O:17])[CH2:14][C:9]=3[S:8][C:4]=2[N:5]=[CH:6][N:7]=1, predict the reactants needed to synthesize it. The reactants are: [Cl:1][C:2]1[C:3]2[C:10]3[CH2:11][CH2:12][CH:13]([C:15]([OH:17])=O)[CH2:14][C:9]=3[S:8][C:4]=2[N:5]=[CH:6][N:7]=1.[CH2:18]([NH:20][CH2:21][CH2:22][O:23][CH3:24])[CH3:19]. (2) Given the product [NH2:1][C:2]1[C:7]([C:8]#[N:9])=[C:6]([O:10][CH2:11][CH3:12])[N:5]=[C:4]([C:13]([NH:15][CH2:16][CH:17]2[CH2:22][CH2:21][NH:20][CH2:19][CH2:18]2)=[O:14])[CH:3]=1, predict the reactants needed to synthesize it. The reactants are: [NH2:1][C:2]1[C:7]([C:8]#[N:9])=[C:6]([O:10][CH2:11][CH3:12])[N:5]=[C:4]([C:13]([NH:15][CH2:16][CH:17]2[CH2:22][CH2:21][N:20](C(OC(C)(C)C)=O)[CH2:19][CH2:18]2)=[O:14])[CH:3]=1.FC(F)(F)C(O)=O.C(=O)(O)[O-].[Na+].[Cl-].[Na+]. (3) Given the product [Cl:12][C:13]1[CH:14]=[C:15]2[C:19](=[CH:20][CH:21]=1)[NH:18][C:17]([C:22]([NH:24][CH:25]1[CH2:34][C:33]3[C:28](=[CH:29][CH:30]=[CH:31][CH:32]=3)[N:27]([CH2:35][CH2:36][Cl:10])[C:26]1=[O:38])=[O:23])=[CH:16]2, predict the reactants needed to synthesize it. The reactants are: C1(C)C=CC(S([Cl:10])(=O)=O)=CC=1.[Cl:12][C:13]1[CH:14]=[C:15]2[C:19](=[CH:20][CH:21]=1)[NH:18][C:17]([C:22]([NH:24][CH:25]1[CH2:34][C:33]3[C:28](=[CH:29][CH:30]=[CH:31][CH:32]=3)[N:27]([CH2:35][CH2:36]O)[C:26]1=[O:38])=[O:23])=[CH:16]2. (4) Given the product [C:8]1([CH3:21])[CH:13]=[C:12]([CH3:14])[CH:11]=[C:10]([CH3:15])[C:9]=1[S:16]([O-:19])(=[O:18])=[O:17].[NH2:1][CH:2]1[N:7]([NH2:20])[CH:6]=[CH:5][CH:4]=[NH+:3]1, predict the reactants needed to synthesize it. The reactants are: [NH2:1][C:2]1[N:7]=[CH:6][CH:5]=[CH:4][N:3]=1.[C:8]1([CH3:21])[CH:13]=[C:12]([CH3:14])[CH:11]=[C:10]([CH3:15])[C:9]=1[S:16]([O:19][NH2:20])(=[O:18])=[O:17].CCOCC. (5) The reactants are: [C:1]([C:3]1[CH:4]=[C:5]2[C:22](=[CH:23][CH:24]=1)[O:21][C:8]1([CH2:13][CH2:12][N:11]([C:14]([O:16][C:17]([CH3:20])([CH3:19])[CH3:18])=[O:15])[CH2:10][CH2:9]1)[CH2:7][CH:6]2[OH:25])#[N:2].N1C=CN=C1.[CH3:31][C:32]([Si:35](Cl)([CH3:37])[CH3:36])([CH3:34])[CH3:33]. Given the product [Si:35]([O:25][CH:6]1[C:5]2[C:22](=[CH:23][CH:24]=[C:3]([C:1]#[N:2])[CH:4]=2)[O:21][C:8]2([CH2:13][CH2:12][N:11]([C:14]([O:16][C:17]([CH3:20])([CH3:19])[CH3:18])=[O:15])[CH2:10][CH2:9]2)[CH2:7]1)([C:32]([CH3:34])([CH3:33])[CH3:31])([CH3:37])[CH3:36], predict the reactants needed to synthesize it. (6) Given the product [F:36][C:33]1[CH:34]=[CH:35][C:30]([C:21]2[C:22]([C:24]3[CH:25]=[CH:26][N:27]=[CH:28][CH:29]=3)=[N:23][N:13]3[C:12]([C:8]4[CH:7]=[C:6]([S:3]([N:2]([CH3:1])[CH3:38])(=[O:5])=[O:4])[CH:11]=[CH:10][CH:9]=4)=[CH:17][N:16]=[N:15][C:14]=23)=[CH:31][C:32]=1[OH:37], predict the reactants needed to synthesize it. The reactants are: [CH3:1][N:2]([CH3:38])[S:3]([C:6]1[CH:7]=[C:8]([C:12]2[N:13]3[N:23]=[C:22]([C:24]4[CH:29]=[CH:28][N:27]=[CH:26][CH:25]=4)[C:21]([C:30]4[CH:35]=[CH:34][C:33]([F:36])=[C:32]([OH:37])[CH:31]=4)=[C:14]3[N:15]=[N:16][C:17]=2C(O)=O)[CH:9]=[CH:10][CH:11]=1)(=[O:5])=[O:4].